From a dataset of Peptide-MHC class I binding affinity with 185,985 pairs from IEDB/IMGT. Regression. Given a peptide amino acid sequence and an MHC pseudo amino acid sequence, predict their binding affinity value. This is MHC class I binding data. (1) The peptide sequence is RFPRAHKY. The MHC is Mamu-A01 with pseudo-sequence Mamu-A01. The binding affinity (normalized) is 0. (2) The peptide sequence is WQNLAWAGV. The MHC is HLA-A69:01 with pseudo-sequence HLA-A69:01. The binding affinity (normalized) is 0.182. (3) The peptide sequence is RLMPDFWEF. The MHC is BoLA-D18.4 with pseudo-sequence BoLA-D18.4. The binding affinity (normalized) is 0.386. (4) The peptide sequence is IIILAVLFI. The MHC is H-2-Kb with pseudo-sequence H-2-Kb. The binding affinity (normalized) is 0.225. (5) The MHC is H-2-Ld with pseudo-sequence H-2-Ld. The binding affinity (normalized) is 0.895. The peptide sequence is IPQSLDRWWTSL. (6) The peptide sequence is YLQYSISTA. The MHC is HLA-B46:01 with pseudo-sequence HLA-B46:01. The binding affinity (normalized) is 0.0847. (7) The peptide sequence is DEEEAIVAYTL. The MHC is H-2-Kk with pseudo-sequence H-2-Kk. The binding affinity (normalized) is 0.432. (8) The peptide sequence is SLILLECFV. The MHC is H-2-Kb with pseudo-sequence H-2-Kb. The binding affinity (normalized) is 0.400.